Dataset: Reaction yield outcomes from USPTO patents with 853,638 reactions. Task: Predict the reaction yield, written as a fraction of the theoretical maximum amount of product (1.0 means a 100% yield; for example, 0.34 means a 34% yield). The reactants are F[P-](F)(F)(F)(F)F.CN(C(N1C2C(=NC=CC=2)[N+]([O-])=N1)=[N+](C)C)C.[F:25][C:26]1[CH:31]=[CH:30][CH:29]=[CH:28][C:27]=1[N:32]1[C:40]2[C:35](=[C:36]([N:41]3[CH2:48][C@@H:47]4[C@@H:43]([NH:44][CH2:45][CH2:46]4)[C:42]3=[O:49])[CH:37]=[CH:38][CH:39]=2)[CH:34]=[N:33]1.[OH:50][C@H:51]([CH3:56])[CH2:52][C:53](O)=[O:54].C(N(CC)CC)C. The catalyst is CN(C)C=O. The product is [F:25][C:26]1[CH:31]=[CH:30][CH:29]=[CH:28][C:27]=1[N:32]1[C:40]2[C:35](=[C:36]([N:41]3[CH2:48][C@@H:47]4[C@@H:43]([N:44]([C:53](=[O:54])[CH2:52][C@H:51]([OH:50])[CH3:56])[CH2:45][CH2:46]4)[C:42]3=[O:49])[CH:37]=[CH:38][CH:39]=2)[CH:34]=[N:33]1. The yield is 0.650.